Task: Predict the product of the given reaction.. Dataset: Forward reaction prediction with 1.9M reactions from USPTO patents (1976-2016) (1) Given the reactants Br[CH2:2][CH:3]1[CH2:5][CH2:4]1.[P:6]([O:15]C(C)C)([O:11][CH:12]([CH3:14])[CH3:13])[O:7][CH:8]([CH3:10])[CH3:9], predict the reaction product. The product is: [CH:8]([O:7][P:6]([CH2:2][CH:3]1[CH2:5][CH2:4]1)(=[O:15])[O:11][CH:12]([CH3:14])[CH3:13])([CH3:10])[CH3:9]. (2) Given the reactants [CH:1]([C:3]1[S:7][C:6]([NH:8][C:9]([C:11]2[CH:16]=[CH:15][N:14]=[CH:13][CH:12]=2)=[O:10])=[N:5][C:4]=1[C:17]1[O:18][CH:19]=[CH:20][CH:21]=1)=O.[NH:22]1[CH2:27][CH2:26][O:25][CH2:24][CH2:23]1.C(O[BH-](OC(=O)C)OC(=O)C)(=O)C.[Na+].O, predict the reaction product. The product is: [O:18]1[CH:19]=[CH:20][CH:21]=[C:17]1[C:4]1[N:5]=[C:6]([NH:8][C:9]([C:11]2[CH:16]=[CH:15][N:14]=[CH:13][CH:12]=2)=[O:10])[S:7][C:3]=1[CH2:1][N:22]1[CH2:27][CH2:26][O:25][CH2:24][CH2:23]1. (3) Given the reactants Br.[OH:2][C:3]1[CH:8]=[CH:7][CH:6]=[CH:5][C:4]=1[CH:9]1[CH2:14][CH2:13][NH:12][CH2:11][CH2:10]1.C(=O)([O-])[O-].[K+].[K+].[C:21]([O:25][C:26](O[C:26]([O:25][C:21]([CH3:24])([CH3:23])[CH3:22])=[O:27])=[O:27])([CH3:24])([CH3:23])[CH3:22], predict the reaction product. The product is: [C:21]([O:25][C:26]([N:12]1[CH2:11][CH2:10][CH:9]([C:4]2[CH:5]=[CH:6][CH:7]=[CH:8][C:3]=2[OH:2])[CH2:14][CH2:13]1)=[O:27])([CH3:24])([CH3:23])[CH3:22]. (4) Given the reactants [CH2:1]([O:3][C:4](=[O:15])[CH2:5][CH2:6][NH:7][CH:8]1[CH2:12][CH2:11][CH2:10][C:9]1([CH3:14])[CH3:13])[CH3:2].[Cl:16][C:17]1[N:22]=[C:21](Cl)[C:20]([N+:24]([O-:26])=[O:25])=[CH:19][N:18]=1.C(=O)(O)[O-].[K+], predict the reaction product. The product is: [CH2:1]([O:3][C:4](=[O:15])[CH2:5][CH2:6][N:7]([C:19]1[C:20]([N+:24]([O-:26])=[O:25])=[CH:21][N:22]=[C:17]([Cl:16])[N:18]=1)[CH:8]1[CH2:12][CH2:11][CH2:10][C:9]1([CH3:14])[CH3:13])[CH3:2]. (5) Given the reactants [CH:1]([C:3]1[CH:4]=[N:5][CH:6]=[CH:7][C:8]=1[C:9]1[CH:10]=[C:11]([CH:14]=[CH:15][CH:16]=1)[C:12]#[N:13])=[O:2].[F:17][C:18]1[CH:19]=[C:20]([Mg]Br)[CH:21]=[CH:22][C:23]=1[CH3:24], predict the reaction product. The product is: [F:17][C:18]1[CH:19]=[C:20]([CH:1]([OH:2])[C:3]2[CH:4]=[N:5][CH:6]=[CH:7][C:8]=2[C:9]2[CH:10]=[C:11]([CH:14]=[CH:15][CH:16]=2)[C:12]#[N:13])[CH:21]=[CH:22][C:23]=1[CH3:24].